Dataset: Reaction yield outcomes from USPTO patents with 853,638 reactions. Task: Predict the reaction yield, written as a fraction of the theoretical maximum amount of product (1.0 means a 100% yield; for example, 0.34 means a 34% yield). (1) The reactants are [CH2:1]([O:8][C:9]1[CH:10]=[C:11]([CH:14]=[CH:15][CH:16]=1)[CH:12]=O)[C:2]1[CH:7]=[CH:6][CH:5]=[CH:4][CH:3]=1.Cl.[CH2:18]([O:20][C:21](=[O:24])[CH2:22][NH2:23])[CH3:19].C(N(CC)CC)C.C(O[BH-](OC(=O)C)OC(=O)C)(=O)C.[Na+]. The catalyst is ClCCCl. The product is [CH2:18]([O:20][C:21](=[O:24])[CH2:22][NH:23][CH2:12][C:11]1[CH:14]=[CH:15][CH:16]=[C:9]([O:8][CH2:1][C:2]2[CH:7]=[CH:6][CH:5]=[CH:4][CH:3]=2)[CH:10]=1)[CH3:19]. The yield is 0.800. (2) The reactants are [C:1](=O)([O-])[O-].[Cs+].[Cs+].[C:7]([O:11][C:12](=[O:27])[NH:13][CH:14]1[C:20](=[O:21])[NH:19][C:18]2[CH:22]=[CH:23][C:24]([Br:26])=[CH:25][C:17]=2[CH2:16][CH2:15]1)([CH3:10])([CH3:9])[CH3:8].IC. The catalyst is CN(C=O)C.C1COCC1. The product is [C:7]([O:11][C:12](=[O:27])[NH:13][CH:14]1[C:20](=[O:21])[N:19]([CH3:1])[C:18]2[CH:22]=[CH:23][C:24]([Br:26])=[CH:25][C:17]=2[CH2:16][CH2:15]1)([CH3:10])([CH3:8])[CH3:9]. The yield is 0.650. (3) The reactants are [F:1][C:2]([F:19])([F:18])[C:3]([N:5]1[CH2:10][CH2:9][N:8]([C:11]([O:13][C:14]([CH3:17])([CH3:16])[CH3:15])=[O:12])[CH2:7][CH2:6]1)=O.Cl.[OH-].[Na+]. The catalyst is O1CCCC1.C(OCC)(=O)C. The product is [F:19][C:2]([F:1])([F:18])[CH2:3][N:5]1[CH2:6][CH2:7][N:8]([C:11]([O:13][C:14]([CH3:15])([CH3:16])[CH3:17])=[O:12])[CH2:9][CH2:10]1. The yield is 0.730. (4) The reactants are [CH3:1][O:2][C:3](=[O:19])[C:4]1[CH:9]=[CH:8][C:7]([CH:10]([NH:12][C:13](=[O:18])[C:14]([F:17])([F:16])[F:15])[CH3:11])=[CH:6][CH:5]=1.[N+:20]([O-])([OH:22])=[O:21].O.C(Cl)Cl. The catalyst is S(=O)(=O)(O)O. The product is [CH3:1][O:2][C:3](=[O:19])[C:4]1[CH:9]=[CH:8][C:7]([CH:10]([NH:12][C:13](=[O:18])[C:14]([F:16])([F:15])[F:17])[CH3:11])=[C:6]([N+:20]([O-:22])=[O:21])[CH:5]=1. The yield is 1.00. (5) The reactants are [N+:1]([CH2:4][CH2:5][CH2:6]CC1C=CC=CC=1OCC(O)=O)([O-:3])=[O:2].[CH3:19][O:20][C:21](=[O:30])[C:22]1[CH:27]=[CH:26][C:25]([NH2:28])=[C:24]([NH2:29])[CH:23]=1.[C:31]([O:34][CH2:35][CH3:36])(=O)[CH3:32].[C:37](=O)(O)[O-].[Na+]. The catalyst is C[Si](OP(=O)=O)(C)C. The product is [CH3:19][O:20][C:21]([C:22]1[CH:27]=[CH:26][C:25]2[NH:28][C:36]([CH2:35][O:34][C:31]3[CH:32]=[CH:37][C:4]([N+:1]([O-:3])=[O:2])=[CH:5][CH:6]=3)=[N:29][C:24]=2[CH:23]=1)=[O:30]. The yield is 0.800.